From a dataset of Forward reaction prediction with 1.9M reactions from USPTO patents (1976-2016). Predict the product of the given reaction. (1) The product is: [CH:26]1([NH:29][C:15]([C:13]2[S:14][C:10]([C:5]3[CH:6]=[CH:7][C:8](=[O:9])[N:3]([CH2:1][CH3:2])[N:4]=3)=[C:11]([C:20]3[CH:25]=[CH:24][CH:23]=[CH:22][CH:21]=3)[N:12]=2)=[O:16])[CH2:28][CH2:27]1. Given the reactants [CH2:1]([N:3]1[C:8](=[O:9])[CH:7]=[CH:6][C:5]([C:10]2[S:14][C:13]([C:15](OCC)=[O:16])=[N:12][C:11]=2[C:20]2[CH:25]=[CH:24][CH:23]=[CH:22][CH:21]=2)=[N:4]1)[CH3:2].[CH:26]1([NH2:29])[CH2:28][CH2:27]1, predict the reaction product. (2) Given the reactants [Cl-].O[NH3+:3].[C:4](=[O:7])([O-])[OH:5].[Na+].CS(C)=O.[F:13][C:14]1[CH:15]=[C:16]([C:46]2[C:47]([C:52]#[N:53])=[CH:48][CH:49]=[CH:50][CH:51]=2)[CH:17]=[CH:18][C:19]=1[CH2:20][C:21]1[C:26](=[O:27])[N:25]([C:28]2[CH:33]=[CH:32][C:31]([O:34][C:35]([CH3:41])([CH3:40])[C:36]([OH:39])([CH3:38])[CH3:37])=[CH:30][CH:29]=2)[C:24]([CH3:42])=[N:23][C:22]=1[CH2:43][CH2:44][CH3:45], predict the reaction product. The product is: [F:13][C:14]1[CH:15]=[C:16]([C:46]2[CH:51]=[CH:50][CH:49]=[CH:48][C:47]=2[C:52]2[NH:3][C:4](=[O:7])[O:5][N:53]=2)[CH:17]=[CH:18][C:19]=1[CH2:20][C:21]1[C:26](=[O:27])[N:25]([C:28]2[CH:33]=[CH:32][C:31]([O:34][C:35]([CH3:41])([CH3:40])[C:36]([OH:39])([CH3:37])[CH3:38])=[CH:30][CH:29]=2)[C:24]([CH3:42])=[N:23][C:22]=1[CH2:43][CH2:44][CH3:45]. (3) Given the reactants [C:1]([OH:5])(=[O:4])[CH:2]=O.[CH2:6]([S:12][S:13][CH2:14][C@H:15]([NH2:19])[C:16]([OH:18])=[O:17])[C@H:7]([NH2:11])[C:8]([OH:10])=[O:9].B([O-])([O-])[O-], predict the reaction product. The product is: [C:1]([CH2:2][N:11]([CH2:2][C:1]([OH:5])=[O:4])[C@H:7]([C:8]([OH:10])=[O:9])[CH2:6][S:12][S:13][CH2:14][C@H:15]([N:19]([CH2:15][C:16]([OH:18])=[O:17])[CH2:7][C:8]([OH:10])=[O:9])[C:16]([OH:18])=[O:17])([OH:5])=[O:4]. (4) Given the reactants [CH:1]([C:4]1[CH:5]=[C:6]([CH:10]=[C:11]([CH:15]([CH3:17])[CH3:16])[C:12]=1[O:13][CH3:14])[C:7]([OH:9])=O)([CH3:3])[CH3:2].C(Cl)(=O)C(Cl)=O.[Sn](Cl)(Cl)(Cl)Cl.[CH2:29]([C:36]1[O:37][C:38]([CH3:42])=[C:39]([CH3:41])[CH:40]=1)[C:30]1[CH:35]=[CH:34][CH:33]=[CH:32][CH:31]=1, predict the reaction product. The product is: [CH2:29]([C:36]1[O:37][C:38]([CH3:42])=[C:39]([CH3:41])[C:40]=1[C:7]([C:6]1[CH:10]=[C:11]([CH:15]([CH3:17])[CH3:16])[C:12]([O:13][CH3:14])=[C:4]([CH:1]([CH3:2])[CH3:3])[CH:5]=1)=[O:9])[C:30]1[CH:31]=[CH:32][CH:33]=[CH:34][CH:35]=1. (5) Given the reactants [CH2:1]([NH:8][C:9]1([CH2:38][CH2:39][C:40]([CH3:43])([CH3:42])[CH3:41])[C:18]2[C:13](=[CH:14][CH:15]=[CH:16][CH:17]=2)[C:12]([OH:19])=[C:11]([C:20]2[NH:25][C:24]3[CH:26]=[CH:27][C:28]([NH:30][S:31]([CH3:34])(=[O:33])=[O:32])=[CH:29][C:23]=3[S:22](=[O:36])(=[O:35])[N:21]=2)[C:10]1=[O:37])[C:2]1[CH:7]=[CH:6][CH:5]=[CH:4][CH:3]=1.[C:44](OC(=O)C)(=[O:46])[CH3:45].C(N(CC)CC)C, predict the reaction product. The product is: [CH2:1]([N:8]([C:9]1([CH2:38][CH2:39][C:40]([CH3:43])([CH3:42])[CH3:41])[C:18]2[C:13](=[CH:14][CH:15]=[CH:16][CH:17]=2)[C:12]([OH:19])=[C:11]([C:20]2[NH:25][C:24]3[CH:26]=[CH:27][C:28]([NH:30][S:31]([CH3:34])(=[O:33])=[O:32])=[CH:29][C:23]=3[S:22](=[O:36])(=[O:35])[N:21]=2)[C:10]1=[O:37])[C:44](=[O:46])[CH3:45])[C:2]1[CH:3]=[CH:4][CH:5]=[CH:6][CH:7]=1. (6) Given the reactants [CH2:1]([C:5]1[N:6]=[C:7]([CH3:27])[NH:8][C:9](=[O:26])[C:10]=1[CH2:11][C:12]1[CH:17]=[CH:16][C:15]([C:18]2[C:19]([C:24]#[N:25])=[CH:20][CH:21]=[CH:22][CH:23]=2)=[CH:14][CH:13]=1)[CH2:2][CH2:3][CH3:4].N(C(N1CCCCC1)=O)=NC(N1CCCCC1)=O.C(P(CCCC)CCCC)CCC.[CH3:59][C:60]1[CH:61]=[CH:62][C:63]([CH2:66]O)=[N:64][CH:65]=1, predict the reaction product. The product is: [CH2:1]([C:5]1[N:6]=[C:7]([CH3:27])[N:8]([CH2:66][C:63]2[CH:62]=[CH:61][C:60]([CH3:59])=[CH:65][N:64]=2)[C:9](=[O:26])[C:10]=1[CH2:11][C:12]1[CH:17]=[CH:16][C:15]([C:18]2[C:19]([C:24]#[N:25])=[CH:20][CH:21]=[CH:22][CH:23]=2)=[CH:14][CH:13]=1)[CH2:2][CH2:3][CH3:4]. (7) Given the reactants Cl[C:2]1[C:3]2[S:11][CH:10]=[CH:9][C:4]=2[N:5]=[C:6]([CH3:8])[N:7]=1.[CH3:12][O:13][C:14]1[CH:19]=[CH:18][C:17]([NH:20][CH3:21])=[CH:16][CH:15]=1.CCN(CC)CC, predict the reaction product. The product is: [CH3:12][O:13][C:14]1[CH:19]=[CH:18][C:17]([N:20]([CH3:21])[C:2]2[C:3]3[S:11][CH:10]=[CH:9][C:4]=3[N:5]=[C:6]([CH3:8])[N:7]=2)=[CH:16][CH:15]=1. (8) Given the reactants [NH2:1][C:2]1[CH:18]=[CH:17][C:5]([C:6]([NH:8][CH2:9][CH2:10][N:11]2[CH2:16][CH2:15][O:14][CH2:13][CH2:12]2)=[O:7])=[C:4]([N:19]([CH3:21])[CH3:20])[CH:3]=1.[C:22]([C:26]1[CH:27]=[C:28]([NH:39][C:40]([NH:42][C:43]2[C:52]3[C:47](=[CH:48][CH:49]=[CH:50][CH:51]=3)[C:46]([O:53][C:54]3[CH:59]=[CH:58][N:57]=[C:56](Cl)[CH:55]=3)=[CH:45][CH:44]=2)=[O:41])[C:29]([O:37][CH3:38])=[C:30]([NH:32][S:33]([CH3:36])(=[O:35])=[O:34])[CH:31]=1)([CH3:25])([CH3:24])[CH3:23].C([O-])([O-])=O.[K+].[K+].CC(C1C=C(C(C)C)C(C2C(P(C3CCCCC3)C3CCCCC3)=C(OC)C=CC=2OC)=C(C(C)C)C=1)C, predict the reaction product. The product is: [C:22]([C:26]1[CH:31]=[C:30]([NH:32][S:33]([CH3:36])(=[O:34])=[O:35])[C:29]([O:37][CH3:38])=[C:28]([NH:39][C:40](=[O:41])[NH:42][C:43]2[C:52]3[C:47](=[CH:48][CH:49]=[CH:50][CH:51]=3)[C:46]([O:53][C:54]3[CH:55]=[CH:56][N:57]=[C:58]([NH:1][C:2]4[CH:18]=[CH:17][C:5]([C:6]([NH:8][CH2:9][CH2:10][N:11]5[CH2:16][CH2:15][O:14][CH2:13][CH2:12]5)=[O:7])=[C:4]([N:19]([CH3:21])[CH3:20])[CH:3]=4)[CH:59]=3)=[CH:45][CH:44]=2)[CH:27]=1)([CH3:25])([CH3:23])[CH3:24].